The task is: Predict the reaction yield, written as a fraction of the theoretical maximum amount of product (1.0 means a 100% yield; for example, 0.34 means a 34% yield).. This data is from Reaction yield outcomes from USPTO patents with 853,638 reactions. (1) The reactants are [Cl-].O[NH3+:3].[C:4](=[O:7])([O-])[OH:5].[Na+].CS(C)=O.[CH:13]1([C:16]2[N:17]=[C:18]([CH3:48])[N:19]([C:38]3[CH:43]=[CH:42][C:41]([O:44][CH:45]([CH3:47])[CH3:46])=[CH:40][CH:39]=3)[C:20](=[O:37])[C:21]=2[CH2:22][C:23]2[CH:28]=[CH:27][C:26]([C:29]3[C:30]([C:35]#[N:36])=[CH:31][CH:32]=[CH:33][CH:34]=3)=[CH:25][CH:24]=2)[CH2:15][CH2:14]1. The catalyst is C(OCC)(=O)C. The product is [CH:13]1([C:16]2[N:17]=[C:18]([CH3:48])[N:19]([C:38]3[CH:43]=[CH:42][C:41]([O:44][CH:45]([CH3:46])[CH3:47])=[CH:40][CH:39]=3)[C:20](=[O:37])[C:21]=2[CH2:22][C:23]2[CH:24]=[CH:25][C:26]([C:29]3[CH:34]=[CH:33][CH:32]=[CH:31][C:30]=3[C:35]3[NH:3][C:4](=[O:7])[O:5][N:36]=3)=[CH:27][CH:28]=2)[CH2:15][CH2:14]1. The yield is 0.640. (2) The reactants are [N+:1]([CH:4]1[CH2:9][N:8]2[N:10]=[C:11]([C:15]3[CH:20]=[CH:19][C:18]([O:21][C:22]4[CH:27]=[CH:26][CH:25]=[CH:24][CH:23]=4)=[CH:17][CH:16]=3)[C:12]([C:13]#[N:14])=[C:7]2[NH:6][CH2:5]1)([O-])=O. The catalyst is CO.C(Cl)Cl.[Pd]. The product is [NH2:1][CH:4]1[CH2:9][N:8]2[N:10]=[C:11]([C:15]3[CH:16]=[CH:17][C:18]([O:21][C:22]4[CH:23]=[CH:24][CH:25]=[CH:26][CH:27]=4)=[CH:19][CH:20]=3)[C:12]([C:13]#[N:14])=[C:7]2[NH:6][CH2:5]1. The yield is 0.360. (3) The reactants are [CH3:1][O:2][C:3](=[O:16])[C:4]1[CH:12]=[C:11]([N+:13]([O-:15])=[O:14])[CH:10]=[C:6]([C:7]([OH:9])=O)[CH:5]=1.C(Cl)(C(Cl)=O)=O.[CH2:23]([NH:26][CH2:27][CH2:28][CH3:29])[CH2:24][CH3:25]. The catalyst is C(Cl)Cl.CN(C=O)C. The product is [CH3:1][O:2][C:3](=[O:16])[C:4]1[CH:12]=[C:11]([N+:13]([O-:15])=[O:14])[CH:10]=[C:6]([C:7]([N:26]([CH2:27][CH2:28][CH3:29])[CH2:23][CH2:24][CH3:25])=[O:9])[CH:5]=1. The yield is 1.10.